Predict the product of the given reaction. From a dataset of Forward reaction prediction with 1.9M reactions from USPTO patents (1976-2016). (1) Given the reactants Cl[C:2]1[C:11]2[C:6](=[CH:7][C:8]([O:15][CH2:16][CH3:17])=[C:9]([O:12][CH2:13][CH3:14])[CH:10]=2)[N:5]=[CH:4][C:3]=1[C:18]([NH2:20])=[O:19].[NH2:21][C:22]1[C:23]([CH2:37][CH3:38])=[C:24]([CH:34]=[CH:35][CH:36]=1)[CH2:25][NH:26][C:27](=[O:33])[O:28][C:29]([CH3:32])([CH3:31])[CH3:30], predict the reaction product. The product is: [NH2:20][C:18]([C:3]1[CH:4]=[N:5][C:6]2[C:11]([C:2]=1[NH:21][C:22]1[C:23]([CH2:37][CH3:38])=[C:24]([CH:34]=[CH:35][CH:36]=1)[CH2:25][NH:26][C:27](=[O:33])[O:28][C:29]([CH3:32])([CH3:31])[CH3:30])=[CH:10][C:9]([O:12][CH2:13][CH3:14])=[C:8]([O:15][CH2:16][CH3:17])[CH:7]=2)=[O:19]. (2) Given the reactants CS(O[CH2:6][CH2:7][O:8][CH2:9][CH2:10][O:11][CH2:12][CH2:13][O:14][CH2:15][CH2:16][O:17][CH2:18][CH2:19][O:20][CH2:21][CH2:22][O:23][C:24]12[CH2:33][CH:28]3[CH2:29][CH:30]([CH2:32][CH:26]([CH2:27]3)[CH2:25]1)[CH2:31]2)(=O)=O.CN(C=O)C.[N-:39]=[N+:40]=[N-:41].[Na+], predict the reaction product. The product is: [C:24]12([O:23][CH2:22][CH2:21][O:20][CH2:19][CH2:18][O:17][CH2:16][CH2:15][O:14][CH2:13][CH2:12][O:11][CH2:10][CH2:9][O:8][CH2:7][CH2:6][N:39]=[N+:40]=[N-:41])[CH2:33][CH:28]3[CH2:29][CH:30]([CH2:32][CH:26]([CH2:27]3)[CH2:25]1)[CH2:31]2. (3) Given the reactants [NH2:1][CH2:2][CH2:3][CH2:4][N:5]1[C:13]([CH2:14][C:15]2[C:23]([I:24])=[CH:22][C:18]3[O:19][CH2:20][O:21][C:17]=3[CH:16]=2)=[N:12][C:11]2[C:6]1=[N:7][C:8]([F:26])=[N:9][C:10]=2[NH2:25].[CH:27]1([S:30](Cl)(=[O:32])=[O:31])[CH2:29][CH2:28]1.C(N(CC)CC)C, predict the reaction product. The product is: [NH2:25][C:10]1[N:9]=[C:8]([F:26])[N:7]=[C:6]2[C:11]=1[N:12]=[C:13]([CH2:14][C:15]1[C:23]([I:24])=[CH:22][C:18]3[O:19][CH2:20][O:21][C:17]=3[CH:16]=1)[N:5]2[CH2:4][CH2:3][CH2:2][NH:1][S:30]([CH:27]1[CH2:29][CH2:28]1)(=[O:32])=[O:31]. (4) Given the reactants [NH2:1][C:2]1[CH:3]=[C:4]([CH:10]=[C:11]([C:13]([F:16])([F:15])[F:14])[CH:12]=1)[C:5]([N:7]([CH3:9])[CH3:8])=O.B.C1COCC1, predict the reaction product. The product is: [CH3:9][N:7]([CH2:5][C:4]1[CH:3]=[C:2]([NH2:1])[CH:12]=[C:11]([C:13]([F:16])([F:14])[F:15])[CH:10]=1)[CH3:8]. (5) Given the reactants I[C:2]1[CH:3]=[CH:4][C:5]([NH:8][CH:9]([CH3:11])[CH3:10])=[N:6][CH:7]=1.[CH2:12]([OH:15])[CH:13]=[CH2:14].C(=O)([O-])O.[Na+], predict the reaction product. The product is: [CH:9]([NH:8][C:5]1[N:6]=[CH:7][C:2]([CH2:14][CH2:13][CH:12]=[O:15])=[CH:3][CH:4]=1)([CH3:11])[CH3:10]. (6) Given the reactants Cl[C:2]1[CH:3]=[C:4](Cl)[C:5]2[N:6]([C:8]([C:11]([NH:13][C:14]3[CH:19]=[CH:18][N:17]=[CH:16][C:15]=3[F:20])=[O:12])=[CH:9][N:10]=2)[N:7]=1.[N:22]1[CH:27]=[CH:26][CH:25]=[CH:24][C:23]=1[NH2:28].CC(C)([O-])C.[K+].[C@H:35]1([NH2:42])[CH2:40][CH2:39][C@H:38]([NH2:41])[CH2:37][CH2:36]1, predict the reaction product. The product is: [NH2:41][C@H:38]1[CH2:39][CH2:40][C@H:35]([NH:42][C:2]2[CH:3]=[C:4]([NH:28][C:23]3[CH:24]=[CH:25][CH:26]=[CH:27][N:22]=3)[C:5]3[N:6]([C:8]([C:11]([NH:13][C:14]4[CH:19]=[CH:18][N:17]=[CH:16][C:15]=4[F:20])=[O:12])=[CH:9][N:10]=3)[N:7]=2)[CH2:36][CH2:37]1.